This data is from Forward reaction prediction with 1.9M reactions from USPTO patents (1976-2016). The task is: Predict the product of the given reaction. (1) The product is: [Cl:21][C:18]1[CH:19]=[CH:20][C:15]([CH:14]([NH:22][C:23](=[O:29])[O:24][C:25]([CH3:27])([CH3:26])[CH3:28])[CH2:13][CH2:12][NH:11][C:2]([O:4][C:5]2[CH:10]=[CH:9][CH:8]=[CH:7][CH:6]=2)=[O:3])=[CH:16][CH:17]=1. Given the reactants Cl[C:2]([O:4][C:5]1[CH:10]=[CH:9][CH:8]=[CH:7][CH:6]=1)=[O:3].[NH2:11][CH2:12][CH2:13][CH:14]([NH:22][C:23](=[O:29])[O:24][C:25]([CH3:28])([CH3:27])[CH3:26])[C:15]1[CH:20]=[CH:19][C:18]([Cl:21])=[CH:17][CH:16]=1.C(=O)(O)[O-].[Na+], predict the reaction product. (2) Given the reactants Br[C:2]1[S:6][C:5]([NH:7][C:8]2[CH:13]=[CH:12][C:11]([O:14][CH3:15])=[CH:10][CH:9]=2)=[N:4][CH:3]=1.[S:16]1[CH:20]=[CH:19][C:18](B(O)O)=[CH:17]1.C([O-])([O-])=O.[Na+].[Na+].O, predict the reaction product. The product is: [CH3:15][O:14][C:11]1[CH:12]=[CH:13][C:8]([NH:7][C:5]2[S:6][C:2]([C:18]3[CH:19]=[CH:20][S:16][CH:17]=3)=[CH:3][N:4]=2)=[CH:9][CH:10]=1. (3) Given the reactants C(=O)(O)O.[NH2:5][C:6]([NH2:8])=[NH:7].Cl[C:10]1[C:19]2[C:14](=[CH:15][CH:16]=[C:17]([C:20]3[CH:25]=[CH:24][CH:23]=[C:22]([C:26]#[N:27])[CH:21]=3)[CH:18]=2)[C:13]([Cl:28])=[CH:12][N:11]=1, predict the reaction product. The product is: [Cl:28][C:13]1[C:14]2[C:19](=[CH:18][C:17]([C:20]3[CH:25]=[CH:24][CH:23]=[C:22]([C:26]#[N:27])[CH:21]=3)=[CH:16][CH:15]=2)[C:10]([NH:7][C:6]([NH2:8])=[NH:5])=[N:11][CH:12]=1. (4) Given the reactants [CH2:1]([N:3]1[CH2:11][C:10]2[C:5](=[CH:6][CH:7]=[C:8]([N+:12]([O-])=O)[CH:9]=2)[C:4]1=[O:15])[CH3:2].C([O-])=O.[NH4+], predict the reaction product. The product is: [NH2:12][C:8]1[CH:9]=[C:10]2[C:5](=[CH:6][CH:7]=1)[C:4](=[O:15])[N:3]([CH2:1][CH3:2])[CH2:11]2. (5) Given the reactants C[C@H](CCCC1C=CC=CC=1)C(OCC)=O.[CH3:17][C@@H:18]([CH2:28][CH2:29][CH2:30][C:31]1[CH:36]=[CH:35][CH:34]=[CH:33][CH:32]=1)[C:19](=[O:27])[CH2:20][P:21](=[O:26])([O:24][CH3:25])[O:22][CH3:23], predict the reaction product. The product is: [CH3:17][C@H:18]([CH2:28][CH2:29][CH2:30][C:31]1[CH:32]=[CH:33][CH:34]=[CH:35][CH:36]=1)[C:19](=[O:27])[CH2:20][P:21](=[O:26])([O:24][CH3:25])[O:22][CH3:23]. (6) Given the reactants [O:1]1[CH2:3][C@@H:2]1[CH2:4][O:5][C:6]1[CH:7]=[CH:8][C:9]2[S:13][C:12]([CH3:14])=[N:11][C:10]=2[CH:15]=1.[NH:16]1[CH2:21][CH2:20][C:19](=[O:22])[CH2:18][CH2:17]1.[Cl-].C(N(C(C)C)CC)(C)C, predict the reaction product. The product is: [OH:1][C@@H:2]([CH2:4][O:5][C:6]1[CH:7]=[CH:8][C:9]2[S:13][C:12]([CH3:14])=[N:11][C:10]=2[CH:15]=1)[CH2:3][N:16]1[CH2:21][CH2:20][C:19](=[O:22])[CH2:18][CH2:17]1. (7) Given the reactants [C:1]([C:5]1[N:10]=[C:9]([Cl:11])[C:8]([C:12]#[N:13])=[CH:7][CH:6]=1)([CH3:4])([CH3:3])[CH3:2].[OH-:14].[Na+].OO, predict the reaction product. The product is: [C:1]([C:5]1[N:10]=[C:9]([Cl:11])[C:8]([C:12]([NH2:13])=[O:14])=[CH:7][CH:6]=1)([CH3:4])([CH3:2])[CH3:3]. (8) Given the reactants C[O:2][C:3]([C:5]1[S:6][CH:7]=[CH:8][C:9]=1[NH:10][C:11](=O)[C:12]1[CH:17]=[CH:16][CH:15]=[C:14]([O:18][CH3:19])[CH:13]=1)=O.[NH3:21], predict the reaction product. The product is: [CH3:19][O:18][C:14]1[CH:13]=[C:12]([C:11]2[NH:21][C:3](=[O:2])[C:5]3[S:6][CH:7]=[CH:8][C:9]=3[N:10]=2)[CH:17]=[CH:16][CH:15]=1. (9) Given the reactants Cl.[N:2]1[CH:7]=[CH:6][CH:5]=[CH:4][C:3]=1[C:8]1([NH2:11])[CH2:10][CH2:9]1.C(N(C(C)C)CC)(C)C.[F:21][C:22]1[C:23]2[N:24]([N:40]=[C:41]([C:47]3[CH:52]=[CH:51][C:50]([F:53])=[CH:49][CH:48]=3)[C:42]=2[C:43](=[O:46])[NH:44][CH3:45])[CH:25]=[CH:26][C:27]=1[C:28]1[C:29]([CH3:39])=[N:30][C:31]([O:37][CH3:38])=[C:32]([CH:36]=1)[C:33]([OH:35])=[O:34].CN(C(ON1N=NC2C=CC=NC1=2)=[N+](C)C)C.F[P-](F)(F)(F)(F)F, predict the reaction product. The product is: [C:33]([O-:35])(=[O:34])[CH3:32].[NH4+:2].[F:21][C:22]1[C:23]2[N:24]([N:40]=[C:41]([C:47]3[CH:48]=[CH:49][C:50]([F:53])=[CH:51][CH:52]=3)[C:42]=2[C:43]([NH:44][CH3:45])=[O:46])[CH:25]=[CH:26][C:27]=1[C:28]1[C:29]([CH3:39])=[N:30][C:31]([O:37][CH3:38])=[C:32]([C:33](=[O:34])[NH:11][C:8]2([C:3]3[CH:4]=[CH:5][CH:6]=[CH:7][N:2]=3)[CH2:10][CH2:9]2)[CH:36]=1.